Dataset: Reaction yield outcomes from USPTO patents with 853,638 reactions. Task: Predict the reaction yield, written as a fraction of the theoretical maximum amount of product (1.0 means a 100% yield; for example, 0.34 means a 34% yield). (1) The reactants are [CH:1]1([NH:4][C:5](=[O:16])[C:6]2[CH:11]=[CH:10][C:9]([CH3:12])=[C:8]([N:13]=[C:14]=[S:15])[CH:7]=2)[CH2:3][CH2:2]1.[NH3:17]. The catalyst is CO. The product is [CH:1]1([NH:4][C:5](=[O:16])[C:6]2[CH:11]=[CH:10][C:9]([CH3:12])=[C:8]([NH:13][C:14]([NH2:17])=[S:15])[CH:7]=2)[CH2:3][CH2:2]1. The yield is 0.600. (2) The reactants are [Cl:1][C:2]1[CH:3]=[C:4]([C:8]2[CH:9]=[C:10](Cl)[C:11]([C:14]#[N:15])=[N:12][CH:13]=2)[CH:5]=[CH:6][CH:7]=1.C[O-].[Na+].CO.CCCCCC.[C:28](OCC)(=[O:30])C. The catalyst is O. The product is [Cl:1][C:2]1[CH:3]=[C:4]([C:8]2[CH:9]=[C:10]([O:30][CH3:28])[C:11]([C:14]#[N:15])=[N:12][CH:13]=2)[CH:5]=[CH:6][CH:7]=1. The yield is 0.960. (3) The reactants are [Br:1][C:2]1[CH:3]=[C:4]([N+:10]([O-])=O)[C:5](=[O:9])[N:6]([CH3:8])[CH:7]=1.Cl.C(=O)([O-])[O-].[K+].[K+]. The catalyst is [Fe].C(O)C. The product is [NH2:10][C:4]1[C:5](=[O:9])[N:6]([CH3:8])[CH:7]=[C:2]([Br:1])[CH:3]=1. The yield is 0.770.